Dataset: Full USPTO retrosynthesis dataset with 1.9M reactions from patents (1976-2016). Task: Predict the reactants needed to synthesize the given product. (1) Given the product [NH2:21][C:20]1[CH:22]=[CH:23][C:17]([O:16][C:15]2[CH:33]=[CH:34][C:35]([F:37])=[CH:36][C:14]=2[F:13])=[C:18]([C:2]2[N:7]3[CH:8]=[N:9][CH:10]=[C:6]3[C:5](=[O:11])[N:4]([CH3:12])[CH:3]=2)[CH:19]=1, predict the reactants needed to synthesize it. The reactants are: Br[C:2]1[N:7]2[CH:8]=[N:9][CH:10]=[C:6]2[C:5](=[O:11])[N:4]([CH3:12])[CH:3]=1.[F:13][C:14]1[CH:36]=[C:35]([F:37])[CH:34]=[CH:33][C:15]=1[O:16][C:17]1[CH:23]=[CH:22][C:20]([NH2:21])=[CH:19][C:18]=1B1OC(C)(C)C(C)(C)O1.C([O-])(O)=O.[Na+].N#N. (2) Given the product [CH3:8][C:9]1([CH3:17])[CH:15]2[CH2:16][CH:10]1[CH2:11][CH2:12][C:13]2=[O:7], predict the reactants needed to synthesize it. The reactants are: [O-][Mn](=O)(=O)=O.[K+].[OH2:7].[CH3:8][C:9]1([CH3:17])[C@H:15]2[CH2:16][C@@H:10]1[CH2:11][CH2:12][C:13]2=C.